Dataset: Full USPTO retrosynthesis dataset with 1.9M reactions from patents (1976-2016). Task: Predict the reactants needed to synthesize the given product. (1) Given the product [CH3:2][O:3][C:4](=[O:32])/[CH:5]=[CH:6]/[C:7]1[S:11][CH:10]=[C:9]([CH:12]=[CH:33][C:35]2[N:40]=[CH:39][C:38]([N:41]3[CH2:46][CH2:45][N:44]([C:47]([O:49][C:50]([CH3:53])([CH3:52])[CH3:51])=[O:48])[CH2:43][CH2:42]3)=[CH:37][CH:36]=2)[CH:8]=1, predict the reactants needed to synthesize it. The reactants are: [Cl-].[CH3:2][O:3][C:4](=[O:32])/[CH:5]=[CH:6]/[C:7]1[S:11][CH:10]=[C:9]([CH2:12][P+](C2C=CC=CC=2)(C2C=CC=CC=2)C2C=CC=CC=2)[CH:8]=1.[CH:33]([C:35]1[N:40]=[CH:39][C:38]([N:41]2[CH2:46][CH2:45][N:44]([C:47]([O:49][C:50]([CH3:53])([CH3:52])[CH3:51])=[O:48])[CH2:43][CH2:42]2)=[CH:37][CH:36]=1)=O. (2) Given the product [CH3:33][O:34][C:35](=[O:38])[CH2:36][NH:37][C:17]([C:16]1[C:11]2[CH:10]=[N:9][N:8]([C:5]3[CH:4]=[CH:3][C:2]([F:1])=[CH:7][CH:6]=3)[C:12]=2[CH:13]=[N:14][CH:15]=1)=[O:19], predict the reactants needed to synthesize it. The reactants are: [F:1][C:2]1[CH:7]=[CH:6][C:5]([N:8]2[C:12]3[CH:13]=[N:14][CH:15]=[C:16]([C:17]([OH:19])=O)[C:11]=3[CH:10]=[N:9]2)=[CH:4][CH:3]=1.C1N=CN(C(N2C=NC=C2)=O)C=1.Cl.[CH3:33][O:34][C:35](=[O:38])[CH2:36][NH2:37].O. (3) Given the product [CH2:1]([O:3][C:4](=[O:35])[CH2:5][CH2:6][CH2:7][C:8]([C@@H:17]1[C@:25]2([CH3:26])[C@H:20]([C@@H:21]([O:27][Si:28]([C:31]([CH3:34])([CH3:33])[CH3:32])([CH3:29])[CH3:30])[CH2:22][CH2:23][CH2:24]2)[CH2:19][CH2:18]1)([CH3:9])[CH2:10][CH2:11][CH2:12][C:13]([OH:16])([CH3:15])[CH3:14])[CH3:2], predict the reactants needed to synthesize it. The reactants are: [CH2:1]([O:3][C:4](=[O:35])[CH:5]=[CH:6][CH:7]1[CH2:9][C:8]1([C@@H:17]1[C@:25]2([CH3:26])[C@H:20]([C@@H:21]([O:27][Si:28]([C:31]([CH3:34])([CH3:33])[CH3:32])([CH3:30])[CH3:29])[CH2:22][CH2:23][CH2:24]2)[CH2:19][CH2:18]1)[CH2:10][CH2:11][CH2:12][C:13]([OH:16])([CH3:15])[CH3:14])[CH3:2].[H][H].CCCCCC.C(OCC)(=O)C. (4) Given the product [CH2:1]([O:19][C:20](=[O:43])[CH:21]([NH2:32])[CH2:22][C:23]1[CH:28]=[CH:27][C:26]([NH2:29])=[CH:25][CH:24]=1)[CH2:2][CH2:3][CH2:4][CH2:5][CH2:6][CH2:7][CH2:8][CH2:9][CH2:10][CH2:11][CH2:12][CH2:13][CH2:14][CH2:15][CH2:16][CH2:17][CH3:18], predict the reactants needed to synthesize it. The reactants are: [CH2:1]([O:19][C:20](=[O:43])[CH:21]([NH:32]C(OCC1C=CC=CC=1)=O)[CH2:22][C:23]1[CH:28]=[CH:27][C:26]([N+:29]([O-])=O)=[CH:25][CH:24]=1)[CH2:2][CH2:3][CH2:4][CH2:5][CH2:6][CH2:7][CH2:8][CH2:9][CH2:10][CH2:11][CH2:12][CH2:13][CH2:14][CH2:15][CH2:16][CH2:17][CH3:18]. (5) Given the product [CH2:19]([O:14][CH2:13][C:9]1[N:8]([CH2:7][C:6]2[CH:15]=[C:16]([Cl:18])[CH:17]=[C:4]([Cl:3])[CH:5]=2)[CH:12]=[CH:11][N:10]=1)[C:20]1[CH:25]=[CH:24][CH:23]=[CH:22][CH:21]=1, predict the reactants needed to synthesize it. The reactants are: [H-].[Na+].[Cl:3][C:4]1[CH:5]=[C:6]([CH:15]=[C:16]([Cl:18])[CH:17]=1)[CH2:7][N:8]1[CH:12]=[CH:11][N:10]=[C:9]1[CH2:13][OH:14].[CH2:19](Br)[C:20]1[CH:25]=[CH:24][CH:23]=[CH:22][CH:21]=1.